Dataset: Peptide-MHC class I binding affinity with 185,985 pairs from IEDB/IMGT. Task: Regression. Given a peptide amino acid sequence and an MHC pseudo amino acid sequence, predict their binding affinity value. This is MHC class I binding data. (1) The MHC is H-2-Kd with pseudo-sequence H-2-Kd. The peptide sequence is NTYLFNILY. The binding affinity (normalized) is 0. (2) The peptide sequence is TPRMCTREEF. The binding affinity (normalized) is 0.883. The MHC is HLA-B07:02 with pseudo-sequence HLA-B07:02. (3) The peptide sequence is GPEGPLGQL. The MHC is HLA-A30:02 with pseudo-sequence HLA-A30:02. The binding affinity (normalized) is 0.213. (4) The MHC is HLA-A29:02 with pseudo-sequence HLA-A29:02. The binding affinity (normalized) is 0. The peptide sequence is ISDSNPFLTQW. (5) The peptide sequence is TLYCVHQRI. The MHC is HLA-A31:01 with pseudo-sequence HLA-A31:01. The binding affinity (normalized) is 0.199. (6) The peptide sequence is STVKYPNL. The MHC is H-2-Kb with pseudo-sequence H-2-Kb. The binding affinity (normalized) is 0.695. (7) The peptide sequence is VLTLLLLLV. The MHC is HLA-A33:01 with pseudo-sequence HLA-A33:01. The binding affinity (normalized) is 0.322. (8) The peptide sequence is NTDAFSREY. The MHC is SLA-10401 with pseudo-sequence SLA-10401. The binding affinity (normalized) is 0.872. (9) The peptide sequence is YHGEAMAIG. The MHC is HLA-A30:01 with pseudo-sequence HLA-A30:01. The binding affinity (normalized) is 0.0847.